This data is from Forward reaction prediction with 1.9M reactions from USPTO patents (1976-2016). The task is: Predict the product of the given reaction. (1) Given the reactants [NH2:1][C:2]1[C:11]2[C:6](=[CH:7][C:8]([O:14][CH3:15])=[C:9]([O:12][CH3:13])[CH:10]=2)[N:5]=[C:4](CNCCC#N)[N:3]=1, predict the reaction product. The product is: [NH2:1][C:2]1[C:11]2[C:6](=[CH:7][C:8]([O:14][CH3:15])=[C:9]([O:12][CH3:13])[CH:10]=2)[N:5]=[C:4]([N:3]([CH3:4])[CH2:2][CH2:11][CH2:6][NH2:5])[N:3]=1. (2) The product is: [F:43][C:25]([F:24])([F:44])[C:26]([NH:28][CH2:29][C:30]1[CH:35]=[CH:34][C:33]([F:36])=[C:32]([CH:37]2[CH2:42][CH2:41][N:40]([C:20]([C:7]3[C:6]4[C:10](=[C:2]([CH3:1])[CH:3]=[CH:4][CH:5]=4)[N:9]([CH2:11][CH2:12][CH:13]4[CH2:18][CH2:17][CH2:16][CH2:15][N:14]4[CH3:19])[CH:8]=3)=[O:21])[CH2:39][CH2:38]2)[CH:31]=1)=[O:27]. Given the reactants [CH3:1][C:2]1[CH:3]=[CH:4][CH:5]=[C:6]2[C:10]=1[N:9]([CH2:11][CH2:12][CH:13]1[CH2:18][CH2:17][CH2:16][CH2:15][N:14]1[CH3:19])[CH:8]=[C:7]2[C:20](O)=[O:21].Cl.[F:24][C:25]([F:44])([F:43])[C:26]([NH:28][CH2:29][C:30]1[CH:35]=[CH:34][C:33]([F:36])=[C:32]([CH:37]2[CH2:42][CH2:41][NH:40][CH2:39][CH2:38]2)[CH:31]=1)=[O:27], predict the reaction product.